Dataset: Reaction yield outcomes from USPTO patents with 853,638 reactions. Task: Predict the reaction yield, written as a fraction of the theoretical maximum amount of product (1.0 means a 100% yield; for example, 0.34 means a 34% yield). (1) The reactants are [C:1]([C:3]1[CH:14]=[CH:13][C:6]([CH2:7][CH:8]([C:11]#[N:12])[C:9]#[N:10])=[CH:5][CH:4]=1)#[N:2].[H-].[Na+].Br[CH2:18][CH2:19][C:20]([F:23])([F:22])[F:21]. The catalyst is CN(C)C=O. The product is [C:1]([C:3]1[CH:14]=[CH:13][C:6]([CH2:7][C:8]([CH2:18][CH2:19][C:20]([F:23])([F:22])[F:21])([C:11]#[N:12])[C:9]#[N:10])=[CH:5][CH:4]=1)#[N:2]. The yield is 0.220. (2) The reactants are C([N:3](CC)[CH:4]=[CH:5][C:6]([C:8]1[CH:9]=[C:10]([NH:16][C:17]([NH:19][C:20]2[CH:25]=[CH:24][C:23]([F:26])=[CH:22][C:21]=2[F:27])=[O:18])[CH:11]=[CH:12][C:13]=1[O:14][CH3:15])=O)C.[NH2:30]N. The catalyst is CO.C(O)(=O)C. The product is [F:27][C:21]1[CH:22]=[C:23]([F:26])[CH:24]=[CH:25][C:20]=1[NH:19][C:17]([NH:16][C:10]1[CH:11]=[CH:12][C:13]([O:14][CH3:15])=[C:8]([C:6]2[NH:30][N:3]=[CH:4][CH:5]=2)[CH:9]=1)=[O:18]. The yield is 0.760.